Task: Predict the reactants needed to synthesize the given product.. Dataset: Full USPTO retrosynthesis dataset with 1.9M reactions from patents (1976-2016) Given the product [CH:2]1[C:3]([NH:26][CH2:27][CH2:28][NH:29][CH2:30][CH2:31][OH:32])=[C:4]2[C:22]([C:21]3[C:20]([OH:24])=[CH:19][CH:18]=[C:17]([OH:25])[C:16]=3[C:14](=[O:15])[C:5]2=[C:6]([NH:7][CH2:8][CH2:9][NH:10][CH2:11][CH2:12][OH:13])[CH:1]=1)=[O:23], predict the reactants needed to synthesize it. The reactants are: [CH:1]1[C:6]([NH:7][CH2:8][CH2:9][NH:10][CH2:11][CH2:12][OH:13])=[C:5]2[C:14]([C:16]3[C:17]([OH:25])=[CH:18][CH:19]=[C:20]([OH:24])[C:21]=3[C:22](=[O:23])[C:4]2=[C:3]([NH:26][CH2:27][CH2:28][NH:29][CH2:30][CH2:31][OH:32])[CH:2]=1)=[O:15].[Cl-].